This data is from Catalyst prediction with 721,799 reactions and 888 catalyst types from USPTO. The task is: Predict which catalyst facilitates the given reaction. (1) Reactant: [C:1]1([CH2:17][CH2:18][CH2:19][CH2:20][OH:21])[C:14]2[C:15]3=[C:16]4[C:11](=[CH:12][CH:13]=2)[CH:10]=[CH:9][CH:8]=[C:7]4[CH:6]=[CH:5][C:4]3=[CH:3][CH:2]=1.[Cr](Cl)([O-])(=O)=O.[NH+]1C=CC=CC=1. Product: [C:1]1([CH2:17][CH2:18][CH2:19][CH:20]=[O:21])[C:14]2[C:15]3=[C:16]4[C:11](=[CH:12][CH:13]=2)[CH:10]=[CH:9][CH:8]=[C:7]4[CH:6]=[CH:5][C:4]3=[CH:3][CH:2]=1. The catalyst class is: 158. (2) Reactant: [C:1]([N:8]1[CH2:13][CH2:12][NH:11][CH2:10][CH2:9]1)([O:3][C:4]([CH3:7])([CH3:6])[CH3:5])=[O:2].[N+:14]([C:17]1[CH:25]=[CH:24][C:20]([C:21](Cl)=[O:22])=[CH:19][CH:18]=1)([O-])=O.C(N(CC)CC)C. Product: [NH2:14][C:17]1[CH:25]=[CH:24][C:20]([C:21]([N:11]2[CH2:10][CH2:9][N:8]([C:1]([O:3][C:4]([CH3:7])([CH3:6])[CH3:5])=[O:2])[CH2:13][CH2:12]2)=[O:22])=[CH:19][CH:18]=1. The catalyst class is: 3. (3) Reactant: [C:1]([O:5][C:6]([NH:8][CH:9]([CH2:13][CH:14]([CH3:16])[CH3:15])[C:10]([OH:12])=O)=[O:7])([CH3:4])([CH3:3])[CH3:2].Cl.[NH2:18][CH2:19][C:20]#[N:21].C1CN([P+](ON2N=NC3C=CC=CC2=3)(N2CCCC2)N2CCCC2)CC1.F[P-](F)(F)(F)(F)F.C(N(CC)CC)C. The catalyst class is: 3. Product: [C:19]([CH2:20][NH:21][C:10]([CH:9]([NH:8][C:6](=[O:7])[O:5][C:1]([CH3:2])([CH3:3])[CH3:4])[CH2:13][CH:14]([CH3:16])[CH3:15])=[O:12])#[N:18]. (4) Reactant: [Cl:1][C:2]1[C:7]([S:8]([N:11]([O:13][CH3:14])[CH3:12])(=[O:10])=[O:9])=[C:6]([OH:15])[C:5]([NH:16][C:17]2[C:20](=O)[C:19](=[O:22])[C:18]=2[O:23]CC)=[CH:4][CH:3]=1.[NH2:26][C@@H:27]([CH2:29][CH3:30])[CH3:28]. Product: [C@H:27]([NH:26][C:20]1[C:19](=[O:22])[C:18](=[O:23])[C:17]=1[NH:16][C:5]1[C:6]([OH:15])=[C:7]([S:8]([N:11]([O:13][CH3:14])[CH3:12])(=[O:10])=[O:9])[C:2]([Cl:1])=[CH:3][CH:4]=1)([CH2:29][CH3:30])[CH3:28]. The catalyst class is: 1. (5) Reactant: [Br-].[Br:2][C:3]1[CH:4]=[N+:5]([CH2:24][C:25]2[CH:26]=[C:27](C)[CH:28]=[CH:29][CH:30]=2)[CH:6]=[CH:7][C:8]=1[CH2:9][CH:10]1[CH2:18][C:17]2[C:12](=[CH:13][C:14]([O:21][CH3:22])=[C:15]([O:19][CH3:20])[CH:16]=2)[C:11]1=[O:23].[BH4-].[Na+].[CH3:34]O. Product: [Br:2][C:3]1[CH2:4][N:5]([CH2:24][C:25]2[CH:30]=[CH:29][CH:28]=[CH:27][C:26]=2[CH3:34])[CH:6]=[CH:7][C:8]=1[CH2:9][CH:10]1[CH2:18][C:17]2[C:12](=[CH:13][C:14]([O:21][CH3:22])=[C:15]([O:19][CH3:20])[CH:16]=2)[C:11]1=[O:23]. The catalyst class is: 1. (6) Product: [CH3:7][O:8][C:9](=[O:34])[CH2:10][CH2:11][CH2:12][CH2:13][CH2:14][NH:15][C:16]1[C:17]2[C:24]([C:25]3[CH:30]=[CH:29][C:28]([O:31][CH3:32])=[CH:27][CH:26]=3)=[C:23]([C:37]3[CH:38]=[CH:39][CH:40]=[CH:41][C:36]=3[CH3:35])[O:22][C:18]=2[N:19]=[CH:20][N:21]=1. Reactant: C(=O)([O-])[O-].[K+].[K+].[CH3:7][O:8][C:9](=[O:34])[CH2:10][CH2:11][CH2:12][CH2:13][CH2:14][NH:15][C:16]1[C:17]2[C:24]([C:25]3[CH:30]=[CH:29][C:28]([O:31][CH3:32])=[CH:27][CH:26]=3)=[C:23](Br)[O:22][C:18]=2[N:19]=[CH:20][N:21]=1.[CH3:35][C:36]1[CH:41]=[CH:40][CH:39]=[CH:38][C:37]=1B(O)O. The catalyst class is: 104. (7) Reactant: [C:1]([O:5][C:6]([NH:8][CH2:9][C:10]1[C:11]([CH2:27][CH:28]([CH3:30])[CH3:29])=[N:12][C:13]([CH3:26])=[C:14]([C:18]=1[C:19]1[CH:24]=[CH:23][C:22]([CH3:25])=[CH:21][CH:20]=1)[C:15]([OH:17])=[O:16])=[O:7])([CH3:4])([CH3:3])[CH3:2].Cl[CH:32]1[CH2:36][O:35][C:34](=[O:37])[O:33]1.C(=O)([O-])[O-].[K+].[K+]. Product: [C:1]([O:5][C:6]([NH:8][CH2:9][C:10]1[C:11]([CH2:27][CH:28]([CH3:30])[CH3:29])=[N:12][C:13]([CH3:26])=[C:14]([C:18]=1[C:19]1[CH:24]=[CH:23][C:22]([CH3:25])=[CH:21][CH:20]=1)[C:15]([O:17][CH:32]1[CH2:36][O:35][C:34](=[O:37])[O:33]1)=[O:16])=[O:7])([CH3:4])([CH3:3])[CH3:2]. The catalyst class is: 42. (8) Reactant: Br[C:2]1[CH:3]=[C:4]([NH2:9])[C:5]([Cl:8])=[N:6][CH:7]=1.[CH3:10][N:11]1[C:15]([Sn](CCCC)(CCCC)CCCC)=[C:14]([CH3:29])[N:13]=[N:12]1.CCN(CC)CC. Product: [Cl:8][C:5]1[C:4]([NH2:9])=[CH:3][C:2]([C:15]2[N:11]([CH3:10])[N:12]=[N:13][C:14]=2[CH3:29])=[CH:7][N:6]=1. The catalyst class is: 128. (9) Reactant: [Si:1]([O:8][C@H:9]1[C@H:13]2[O:14][CH2:15][C@@H:16]([O:17][C:18]3[N:40]([CH2:41][O:42][CH2:43][CH2:44][Si:45]([CH3:48])([CH3:47])[CH3:46])[C:21]4=[N:22][C:23]([C:27]5[CH:32]=[CH:31][C:30]([C@@H:33]6[CH2:38][CH2:37][C@H:36]([OH:39])[CH2:35][CH2:34]6)=[CH:29][CH:28]=5)=[C:24]([Cl:26])[CH:25]=[C:20]4[N:19]=3)[C@H:12]2[O:11][CH2:10]1)([C:4]([CH3:7])([CH3:6])[CH3:5])([CH3:3])[CH3:2].C(N(CC)CC)C.[N:56]([CH:59]([CH3:61])[CH3:60])=[C:57]=[O:58].N(CC)=C=O. Product: [CH:59]([NH:56][C:57](=[O:58])[O:39][C@H:36]1[CH2:37][CH2:38][C@@H:33]([C:30]2[CH:31]=[CH:32][C:27]([C:23]3[N:22]=[C:21]4[N:40]([CH2:41][O:42][CH2:43][CH2:44][Si:45]([CH3:48])([CH3:47])[CH3:46])[C:18]([O:17][C@@H:16]5[CH2:15][O:14][C@@H:13]6[C@H:9]([O:8][Si:1]([C:4]([CH3:6])([CH3:7])[CH3:5])([CH3:3])[CH3:2])[CH2:10][O:11][C@H:12]56)=[N:19][C:20]4=[CH:25][C:24]=3[Cl:26])=[CH:28][CH:29]=2)[CH2:34][CH2:35]1)([CH3:61])[CH3:60]. The catalyst class is: 367. (10) Reactant: Br[C:2]1[CH:9]=[CH:8][C:5]([C:6]#[N:7])=[C:4]([NH:10][C@H:11]2[CH2:15][CH2:14][CH2:13][C@@H:12]2[OH:16])[CH:3]=1.C([O-])([O-])=O.[K+].[K+].[CH3:23][C:24]1([CH3:38])[CH2:32][C:31]2[NH:30][CH:29]=[C:28]([C:33]([F:36])([F:35])[F:34])[C:27]=2[C:26](=[O:37])[CH2:25]1.CNCCNC. Product: [CH3:23][C:24]1([CH3:38])[CH2:32][C:31]2[N:30]([C:2]3[CH:9]=[CH:8][C:5]([C:6]#[N:7])=[C:4]([NH:10][C@@H:11]4[CH2:15][CH2:14][CH2:13][C@H:12]4[OH:16])[CH:3]=3)[CH:29]=[C:28]([C:33]([F:36])([F:34])[F:35])[C:27]=2[C:26](=[O:37])[CH2:25]1. The catalyst class is: 185.